From a dataset of Forward reaction prediction with 1.9M reactions from USPTO patents (1976-2016). Predict the product of the given reaction. Given the reactants [NH4+].[Cl-].CC[N:5](CC)CC.[C:10]([O:14][C:15]([N:17]1[CH2:37][CH2:36][C:20]2([C:25]3=[CH:26][CH:27]=[CH:28][N:24]3[C:23]3[CH:29]=[CH:30][C:31]([C:33]([OH:35])=O)=[CH:32][C:22]=3[O:21]2)[CH2:19][CH2:18]1)=[O:16])([CH3:13])([CH3:12])[CH3:11].CN(C(ON1N=NC2C=CC=NC1=2)=[N+](C)C)C.F[P-](F)(F)(F)(F)F, predict the reaction product. The product is: [C:33]([C:31]1[CH:30]=[CH:29][C:23]2[N:24]3[CH:28]=[CH:27][CH:26]=[C:25]3[C:20]3([CH2:19][CH2:18][N:17]([C:15]([O:14][C:10]([CH3:13])([CH3:12])[CH3:11])=[O:16])[CH2:37][CH2:36]3)[O:21][C:22]=2[CH:32]=1)(=[O:35])[NH2:5].